From a dataset of Reaction yield outcomes from USPTO patents with 853,638 reactions. Predict the reaction yield, written as a fraction of the theoretical maximum amount of product (1.0 means a 100% yield; for example, 0.34 means a 34% yield). The reactants are [Br:1][C:2]1[CH:7]=[CH:6][C:5]([NH2:8])=[CH:4][C:3]=1[F:9].O[CH2:11][CH:12]([CH2:14]O)O.[OH-].[NH4+]. The catalyst is S(=O)(=O)(O)O. The product is [Br:1][C:2]1[CH:7]=[C:6]2[C:5](=[CH:4][C:3]=1[F:9])[N:8]=[CH:14][CH:12]=[CH:11]2. The yield is 0.390.